From a dataset of Full USPTO retrosynthesis dataset with 1.9M reactions from patents (1976-2016). Predict the reactants needed to synthesize the given product. Given the product [CH2:13]([O:12][C:10](=[O:11])[CH2:9][O:8][C:7]1[CH:6]=[CH:5][C:4]([C:15]2[CH2:16][CH2:17][C:18](=[O:20])[NH:24][N:23]=2)=[CH:3][C:2]=1[Cl:1])[CH3:14], predict the reactants needed to synthesize it. The reactants are: [Cl:1][C:2]1[CH:3]=[C:4]([C:15](=O)[CH2:16][CH2:17][C:18]([OH:20])=O)[CH:5]=[CH:6][C:7]=1[O:8][CH2:9][C:10]([O:12][CH2:13][CH3:14])=[O:11].O.[NH2:23][NH2:24].